Dataset: Forward reaction prediction with 1.9M reactions from USPTO patents (1976-2016). Task: Predict the product of the given reaction. (1) Given the reactants [Cl:1][C:2]1[C:3]([N:8]2[C:12]([C:13]([O:15][CH2:16][CH3:17])=[O:14])=[CH:11][C:10](=[O:18])[NH:9]2)=[N:4][CH:5]=[CH:6][CH:7]=1.C(=O)([O-])[O-].[K+].[K+].[CH2:25](Br)[C:26]#[CH:27].O, predict the reaction product. The product is: [Cl:1][C:2]1[C:3]([N:8]2[C:12]([C:13]([O:15][CH2:16][CH3:17])=[O:14])=[CH:11][C:10]([O:18][CH2:27][C:26]#[CH:25])=[N:9]2)=[N:4][CH:5]=[CH:6][CH:7]=1. (2) Given the reactants O1[CH2:6][CH2:5][O:4][CH2:3][CH2:2]1.[C:7]1([CH3:13])[CH:12]=[CH:11][CH:10]=[CH:9][CH:8]=1.[C:14](OC)(C)([CH3:16])[CH3:15].[C:20]([O:23][CH2:24][CH2:25][CH2:26][CH3:27])(=[O:22])[CH3:21], predict the reaction product. The product is: [CH2:11]1[C:12]2[C:7](=[CH:13][CH:15]=[CH:14][CH:16]=2)[CH2:8][CH2:9][CH2:10]1.[C:5]1([O:4][CH3:3])[CH:6]=[CH:27][CH:26]=[CH:25][CH:24]=1.[C:20]([O:23][CH:24]([CH3:25])[CH3:2])(=[O:22])[CH3:21]. (3) Given the reactants [C:1]([NH:4][C:5]1[CH:6]=[C:7]2[C:11](=[CH:12][CH:13]=1)[NH:10][C:9]([C:14]([O:16][CH2:17][CH3:18])=[O:15])=[CH:8]2)(=[O:3])[CH3:2].[CH3:19][C:20]([O:23][C:24](O[C:24]([O:23][C:20]([CH3:22])([CH3:21])[CH3:19])=[O:25])=[O:25])([CH3:22])[CH3:21], predict the reaction product. The product is: [C:1]([NH:4][C:5]1[CH:6]=[C:7]2[C:11](=[CH:12][CH:13]=1)[N:10]([C:24]([O:23][C:20]([CH3:22])([CH3:21])[CH3:19])=[O:25])[C:9]([C:14]([O:16][CH2:17][CH3:18])=[O:15])=[CH:8]2)(=[O:3])[CH3:2]. (4) Given the reactants [C:1]([C:4]1[CH:5]=[C:6]([CH:38]=[CH:39][CH:40]=1)[CH2:7][C:8]1[C:9](=[O:37])[N:10]([CH2:18][C:19]2[CH:24]=[CH:23][C:22]([C:25]3[CH:30]=[CH:29][CH:28]=[CH:27][C:26]=3[C:31]3[NH:35][C:34](=[O:36])[O:33][N:32]=3)=[CH:21][CH:20]=2)[C:11]([CH2:15][CH2:16][CH3:17])=[N:12][C:13]=1[CH3:14])(=[O:3])[CH3:2].[BH4-].[Na+], predict the reaction product. The product is: [OH:3][CH:1]([C:4]1[CH:5]=[C:6]([CH:38]=[CH:39][CH:40]=1)[CH2:7][C:8]1[C:9](=[O:37])[N:10]([CH2:18][C:19]2[CH:24]=[CH:23][C:22]([C:25]3[CH:30]=[CH:29][CH:28]=[CH:27][C:26]=3[C:31]3[NH:35][C:34](=[O:36])[O:33][N:32]=3)=[CH:21][CH:20]=2)[C:11]([CH2:15][CH2:16][CH3:17])=[N:12][C:13]=1[CH3:14])[CH3:2]. (5) Given the reactants [CH3:1][O:2][C:3]([C:5]1[CH:6]=[C:7]2[CH:13]=[C:12]([C:14](OS(C3C=CC(C)=CC=3)(=O)=O)=[CH:15][CH:16]3[CH2:20][CH2:19][CH2:18][CH2:17]3)[N:11]([S:32]([C:35]3[CH:40]=[CH:39][CH:38]=[CH:37][CH:36]=3)(=[O:34])=[O:33])[C:8]2=[N:9][CH:10]=1)=[O:4].[CH3:41][S:42]([C:45]1[CH:50]=[CH:49][C:48](B(O)O)=[CH:47][CH:46]=1)(=[O:44])=[O:43].C(=O)([O-])[O-].[Na+].[Na+], predict the reaction product. The product is: [CH3:1][O:2][C:3]([C:5]1[CH:6]=[C:7]2[CH:13]=[C:12]([C:14]([C:48]3[CH:49]=[CH:50][C:45]([S:42]([CH3:41])(=[O:44])=[O:43])=[CH:46][CH:47]=3)=[CH:15][CH:16]3[CH2:20][CH2:19][CH2:18][CH2:17]3)[N:11]([S:32]([C:35]3[CH:36]=[CH:37][CH:38]=[CH:39][CH:40]=3)(=[O:34])=[O:33])[C:8]2=[N:9][CH:10]=1)=[O:4]. (6) Given the reactants [CH2:1]([N:8]1[CH2:17][CH2:16][C:15]2[C:14](O)=[N:13][CH:12]=[N:11][C:10]=2[CH2:9]1)[C:2]1[CH:7]=[CH:6][CH:5]=[CH:4][CH:3]=1.O=P(Cl)(Cl)[Cl:21], predict the reaction product. The product is: [CH2:1]([N:8]1[CH2:17][CH2:16][C:15]2[C:14]([Cl:21])=[N:13][CH:12]=[N:11][C:10]=2[CH2:9]1)[C:2]1[CH:7]=[CH:6][CH:5]=[CH:4][CH:3]=1. (7) Given the reactants [F:1][C:2]([F:24])([C:17]1[CH:22]=[CH:21][C:20]([F:23])=[CH:19][CH:18]=1)[C:3]([NH:5][C:6]1[CH:14]=[C:13](OC)[CH:12]=[CH:11][C:7]=1[C:8]([NH2:10])=[O:9])=[O:4].NC1C=C(OC)C=CC=1C(N)=O.NC1C([F:47])=CC=CC=1C(N)=O, predict the reaction product. The product is: [F:1][C:2]([F:24])([C:17]1[CH:22]=[CH:21][C:20]([F:23])=[CH:19][CH:18]=1)[C:3]([NH:5][C:6]1[C:14]([F:47])=[CH:13][CH:12]=[CH:11][C:7]=1[C:8]([NH2:10])=[O:9])=[O:4].